The task is: Predict the reactants needed to synthesize the given product.. This data is from Full USPTO retrosynthesis dataset with 1.9M reactions from patents (1976-2016). (1) Given the product [Br:1][C:2]1[CH:3]=[C:4]2[C:9](=[CH:10][CH:11]=1)[N:8]=[CH:7][N:6]=[C:5]2[C:12]1[CH:13]=[C:14]([CH:18]=[C:19]([F:21])[CH:20]=1)[C:15]([N:58]1[CH2:59][CH2:60][N:55]([C:61](=[O:63])[CH3:62])[CH2:56][CH2:57]1)=[O:16], predict the reactants needed to synthesize it. The reactants are: [Br:1][C:2]1[CH:3]=[C:4]2[C:9](=[CH:10][CH:11]=1)[N:8]=[CH:7][N:6]=[C:5]2[C:12]1[CH:13]=[C:14]([CH:18]=[C:19]([F:21])[CH:20]=1)[C:15](O)=[O:16].CCN(C(C)C)C(C)C.CN(C(ON1N=NC2C=CC=CC1=2)=[N+](C)C)C.F[P-](F)(F)(F)(F)F.[N:55]1([C:61](=[O:63])[CH3:62])[CH2:60][CH2:59][NH:58][CH2:57][CH2:56]1. (2) Given the product [NH:13]1[CH2:14][CH:15]=[C:10]([C:3]2[C:4]3=[N:5][CH:6]=[CH:7][CH:8]=[C:9]3[N:1]([S:49]([C:41]3[CH:23]=[N:24][C:27]4[C:43]([CH:42]=3)=[CH:44][CH:45]=[CH:46][CH:47]=4)(=[O:51])=[O:50])[CH:2]=2)[CH2:11][CH2:12]1, predict the reactants needed to synthesize it. The reactants are: [NH:1]1[C:9]2[C:4](=[N:5][CH:6]=[CH:7][CH:8]=2)[C:3]([C:10]2[CH2:11][CH2:12][N:13](C(OC(C)(C)C)=O)[CH2:14][CH:15]=2)=[CH:2]1.[CH3:23][N:24]([CH3:27])C=O.C[Si]([N-][Si](C)(C)C)(C)C.[Na+].Cl.N1C2[C:43](=[CH:44][CH:45]=[CH:46][CH:47]=2)[CH:42]=[C:41]([S:49](Cl)(=[O:51])=[O:50])C=1.CN(CC)C.N1C2C(=CC=CC=2)C=N1.S(Cl)(Cl)(=O)=O.C(#N)C.I[Si](C)(C)C. (3) Given the product [Br:1][C:2]1[CH:3]=[CH:4][C:5]([C:6]([N:8]([CH:12]([CH3:14])[CH3:13])[CH:9]([CH3:10])[CH3:11])=[O:7])=[C:15]([B:17]([OH:22])[OH:18])[CH:16]=1, predict the reactants needed to synthesize it. The reactants are: [Br:1][C:2]1[CH:16]=[CH:15][C:5]([C:6]([N:8]([CH:12]([CH3:14])[CH3:13])[CH:9]([CH3:11])[CH3:10])=[O:7])=[CH:4][CH:3]=1.[B:17](OC(C)C)([O:22]C(C)C)[O:18]C(C)C.[Li+].CC([N-]C(C)C)C.